Dataset: Reaction yield outcomes from USPTO patents with 853,638 reactions. Task: Predict the reaction yield, written as a fraction of the theoretical maximum amount of product (1.0 means a 100% yield; for example, 0.34 means a 34% yield). The reactants are Br[C:2]([CH3:9])([CH3:8])[C:3]([O:5][CH2:6][CH3:7])=[O:4].[CH2:10]([SH:13])[CH:11]=[CH2:12].[OH-].[K+]. The catalyst is C(O)C. The product is [CH2:6]([O:5][C:3](=[O:4])[C:2]([S:13][CH2:10][CH:11]=[CH2:12])([CH3:9])[CH3:8])[CH3:7]. The yield is 0.350.